Dataset: Reaction yield outcomes from USPTO patents with 853,638 reactions. Task: Predict the reaction yield, written as a fraction of the theoretical maximum amount of product (1.0 means a 100% yield; for example, 0.34 means a 34% yield). The reactants are Br[C:2]1[C:6]2[N:7]=[C:8]([C:17]3[S:18][CH:19]=[CH:20][CH:21]=3)[N:9]=[C:10]([N:11]3[CH2:16][CH2:15][O:14][CH2:13][CH2:12]3)[C:5]=2[S:4][C:3]=1[CH3:22].CC1(C)C(C)(C)OB([C:31]2[CH:32]=[N:33][C:34]([NH2:37])=[N:35][CH:36]=2)O1. No catalyst specified. The product is [CH3:22][C:3]1[S:4][C:5]2[C:10]([N:11]3[CH2:16][CH2:15][O:14][CH2:13][CH2:12]3)=[N:9][C:8]([C:17]3[S:18][CH:19]=[CH:20][CH:21]=3)=[N:7][C:6]=2[C:2]=1[C:31]1[CH:32]=[N:33][C:34]([NH2:37])=[N:35][CH:36]=1. The yield is 0.180.